This data is from Reaction yield outcomes from USPTO patents with 853,638 reactions. The task is: Predict the reaction yield, written as a fraction of the theoretical maximum amount of product (1.0 means a 100% yield; for example, 0.34 means a 34% yield). (1) The reactants are [CH3:1][C:2]([F:7])([CH3:6])[C:3](=[O:5])[CH3:4].[Br-:8].[Br-:9].[Br-].[NH+]1C=CC=CC=1.[NH+]1C=CC=CC=1.[NH+]1C=CC=CC=1. The catalyst is ClCCl. The product is [Br:8][CH:4]([Br:9])[C:3](=[O:5])[C:2]([F:7])([CH3:6])[CH3:1]. The yield is 0.720. (2) The reactants are ClCCl.[C:4]([C:8]1[CH:9]=[C:10]([NH:21][C:22]([NH:24][C@@H:25]2[C:34]3[C:29](=[CH:30][CH:31]=[CH:32][CH:33]=3)[C@H:28]([O:35][C:36]3[CH:37]=[CH:38][C:39]4[N:40]([C:42]([N:45]5[CH2:50][CH2:49][CH2:48][CH2:47][C@@H:46]5[CH3:51])=[N:43][N:44]=4)[CH:41]=3)[CH2:27][CH2:26]2)=[O:23])[N:11]([C:13]2[CH:18]=[CH:17][C:16]([CH2:19][OH:20])=[CH:15][CH:14]=2)[N:12]=1)([CH3:7])([CH3:6])[CH3:5].CC(OI1(OC(C)=O)(OC(C)=O)OC(=O)C2C=CC=CC1=2)=O.S(S([O-])=O)([O-])(=O)=O.[Na+].[Na+].C([O-])(O)=O.[Na+]. The yield is 1.00. The product is [C:4]([C:8]1[CH:9]=[C:10]([NH:21][C:22]([NH:24][C@@H:25]2[C:34]3[C:29](=[CH:30][CH:31]=[CH:32][CH:33]=3)[C@H:28]([O:35][C:36]3[CH:37]=[CH:38][C:39]4[N:40]([C:42]([N:45]5[CH2:50][CH2:49][CH2:48][CH2:47][C@@H:46]5[CH3:51])=[N:43][N:44]=4)[CH:41]=3)[CH2:27][CH2:26]2)=[O:23])[N:11]([C:13]2[CH:18]=[CH:17][C:16]([CH:19]=[O:20])=[CH:15][CH:14]=2)[N:12]=1)([CH3:7])([CH3:5])[CH3:6]. The catalyst is C(Cl)Cl.O. (3) The reactants are [NH2:1][C:2]1[N:7]([C:8]2[C:13]([F:14])=[CH:12][C:11]([CH2:15][CH2:16][OH:17])=[CH:10][C:9]=2[F:18])[C:6](=[O:19])[CH:5]=[CH:4][C:3]=1[C:20](=[O:28])[C:21]1[CH:26]=[CH:25][C:24]([F:27])=[CH:23][CH:22]=1.CC(OI1(OC(C)=O)(OC(C)=O)OC(=O)C2C=CC=CC1=2)=O.[O-]S([O-])(=S)=O.[Na+].[Na+].C([O-])(O)=O.[Na+]. The catalyst is C(Cl)Cl. The product is [NH2:1][C:2]1[N:7]([C:8]2[C:13]([F:14])=[CH:12][C:11]([CH2:15][CH:16]=[O:17])=[CH:10][C:9]=2[F:18])[C:6](=[O:19])[CH:5]=[CH:4][C:3]=1[C:20](=[O:28])[C:21]1[CH:22]=[CH:23][C:24]([F:27])=[CH:25][CH:26]=1. The yield is 0.780. (4) The reactants are [CH3:1][O:2][C:3](=[O:14])[C:4]1[C:5](=[CH:7][CH:8]=[C:9]([C:11](=[O:13])[CH3:12])[CH:10]=1)[OH:6].[C:15](=O)([O-])[O-].[Na+].[Na+].CI.Cl. The catalyst is O.CN(C)C=O. The product is [CH3:1][O:2][C:3](=[O:14])[C:4]1[CH:10]=[C:9]([C:11](=[O:13])[CH3:12])[CH:8]=[CH:7][C:5]=1[O:6][CH3:15]. The yield is 0.965. (5) The reactants are [CH3:1][C:2]1[C:3]([NH:15][C:16]2[CH:26]=[CH:25][C:19]([C:20]([O:22][CH2:23][CH3:24])=[O:21])=[CH:18][CH:17]=2)=[CH:4][C:5]2[C:6]([CH3:14])([CH3:13])[CH2:7][CH:8]=[C:9]([CH3:12])[C:10]=2[CH:11]=1.[CH:27]1([CH:30]=O)[CH2:29][CH2:28]1. No catalyst specified. The product is [CH:27]1([CH2:30][N:15]([C:3]2[C:2]([CH3:1])=[CH:11][C:10]3[C:9]([CH3:12])=[CH:8][CH2:7][C:6]([CH3:14])([CH3:13])[C:5]=3[CH:4]=2)[C:16]2[CH:17]=[CH:18][C:19]([C:20]([O:22][CH2:23][CH3:24])=[O:21])=[CH:25][CH:26]=2)[CH2:29][CH2:28]1. The yield is 0.430.